Predict the product of the given reaction. From a dataset of Forward reaction prediction with 1.9M reactions from USPTO patents (1976-2016). (1) Given the reactants [NH2:1][C:2]1[C:6]([C:7]([NH2:9])=[O:8])=[C:5]([C:10]2[CH:15]=[CH:14][C:13]([O:16][C:17]3[CH:22]=[CH:21][CH:20]=[CH:19][CH:18]=3)=[CH:12][CH:11]=2)[N:4]([C@@H:23]2[CH2:28][CH2:27][CH2:26][NH:25][CH2:24]2)[N:3]=1.CCN(CC)CC.[C:36](Cl)(=[O:39])[CH:37]=[CH2:38].O, predict the reaction product. The product is: [C:36]([N:25]1[CH2:26][CH2:27][CH2:28][C@@H:23]([N:4]2[C:5]([C:10]3[CH:11]=[CH:12][C:13]([O:16][C:17]4[CH:22]=[CH:21][CH:20]=[CH:19][CH:18]=4)=[CH:14][CH:15]=3)=[C:6]([C:7]([NH2:9])=[O:8])[C:2]([NH2:1])=[N:3]2)[CH2:24]1)(=[O:39])[CH:37]=[CH2:38]. (2) Given the reactants [Cl:1][C:2]1[CH:7]=[CH:6][C:5]([O:8][C:9]2[CH:14]=[CH:13][C:12]([CH2:15][S:16][C:17]3[NH:18][CH:19]=[C:20]([CH2:24][C:25]4[CH:26]=[N:27][C:28]([O:31][CH3:32])=[N:29][CH:30]=4)[C:21](=[O:23])[N:22]=3)=[CH:11][CH:10]=2)=[CH:4][C:3]=1[C:33]([F:36])([F:35])[F:34].[CH3:37]CN(C(C)C)C(C)C.CI, predict the reaction product. The product is: [Cl:1][C:2]1[CH:7]=[CH:6][C:5]([O:8][C:9]2[CH:10]=[CH:11][C:12]([CH2:15][S:16][C:17]3[N:18]([CH3:37])[CH:19]=[C:20]([CH2:24][C:25]4[CH:30]=[N:29][C:28]([O:31][CH3:32])=[N:27][CH:26]=4)[C:21](=[O:23])[N:22]=3)=[CH:13][CH:14]=2)=[CH:4][C:3]=1[C:33]([F:35])([F:36])[F:34]. (3) Given the reactants [CH3:1][O:2][C:3](=[O:12])[CH2:4][C:5]1[CH:10]=[CH:9][CH:8]=[C:7](Br)[CH:6]=1.[C:13]1(/[C:19](=[C:21]2/[C:22](=[O:30])[NH:23][C:24]3[C:29]/2=[CH:28][CH:27]=[CH:26][CH:25]=3)/[CH3:20])[CH:18]=[CH:17][CH:16]=[CH:15][CH:14]=1, predict the reaction product. The product is: [CH3:1][O:2][C:3](=[O:12])[CH2:4][C:5]1[CH:10]=[CH:9][CH:8]=[C:7]([N:23]2[C:24]3[C:29](=[CH:28][CH:27]=[CH:26][CH:25]=3)/[C:21](=[C:19](\[C:13]3[CH:14]=[CH:15][CH:16]=[CH:17][CH:18]=3)/[CH3:20])/[C:22]2=[O:30])[CH:6]=1. (4) Given the reactants Cl[C:2]1[CH:7]=[CH:6][CH:5]=[CH:4][CH:3]=1.[C:8]1([CH3:16])[CH:13]=[CH:12][C:11]([Mg]Br)=[CH:10][CH:9]=1.[Cl-].C(C1C=CC=C(C(C)C)C=1[N+]1C=CN(C2C(C(C)C)=CC=CC=2C(C)C)C=1)(C)C.[Cl-].[NH4+], predict the reaction product. The product is: [CH3:16][C:8]1[CH:13]=[CH:12][C:11]([C:2]2[CH:7]=[CH:6][CH:5]=[CH:4][CH:3]=2)=[CH:10][CH:9]=1. (5) Given the reactants [CH3:1][N:2]1[CH2:7][CH2:6][N:5]([C:8]2[C:13]([CH2:14][N:15]3[CH2:19][CH2:18][CH2:17][CH2:16]3)=[CH:12][C:11]([N+:20]([O-])=O)=[CH:10][C:9]=2[CH3:23])[CH2:4][CH2:3]1.C([O-])=O.[NH4+], predict the reaction product. The product is: [CH3:23][C:9]1[CH:10]=[C:11]([CH:12]=[C:13]([CH2:14][N:15]2[CH2:19][CH2:18][CH2:17][CH2:16]2)[C:8]=1[N:5]1[CH2:4][CH2:3][N:2]([CH3:1])[CH2:7][CH2:6]1)[NH2:20].